From a dataset of NCI-60 drug combinations with 297,098 pairs across 59 cell lines. Regression. Given two drug SMILES strings and cell line genomic features, predict the synergy score measuring deviation from expected non-interaction effect. Drug 1: CC1=CC=C(C=C1)C2=CC(=NN2C3=CC=C(C=C3)S(=O)(=O)N)C(F)(F)F. Drug 2: C#CCC(CC1=CN=C2C(=N1)C(=NC(=N2)N)N)C3=CC=C(C=C3)C(=O)NC(CCC(=O)O)C(=O)O. Cell line: SF-539. Synergy scores: CSS=32.8, Synergy_ZIP=-2.35, Synergy_Bliss=-5.36, Synergy_Loewe=-6.38, Synergy_HSA=-5.02.